This data is from Full USPTO retrosynthesis dataset with 1.9M reactions from patents (1976-2016). The task is: Predict the reactants needed to synthesize the given product. Given the product [C:1]([O:4][CH2:5][C:6]([O:16][C@@:17]([CH3:53])([C:18](=[O:50])[C@@H:19]([NH:27][C:28](=[O:49])[C@@H:29]([NH:33][C:34](=[O:48])[C@@H:35]([NH:39][C:40]([C:42]1[S:46][C:45]([CH3:47])=[N:44][CH:43]=1)=[O:41])[CH2:36][O:37][CH3:38])[CH2:30][O:31][CH3:32])[CH2:20][C:21]1[CH:22]=[CH:23][CH:24]=[CH:25][CH:26]=1)[CH2:51][I:52])=[O:7])(=[O:3])[CH3:2], predict the reactants needed to synthesize it. The reactants are: [C:1]([O:4][CH2:5][C:6](O[C:6](=[O:7])[CH2:5][O:4][C:1](=[O:3])[CH3:2])=[O:7])(=[O:3])[CH3:2].[OH:16][C@:17]([CH3:53])([CH2:51][I:52])[C:18](=[O:50])[C@@H:19]([NH:27][C:28](=[O:49])[C@@H:29]([NH:33][C:34](=[O:48])[C@@H:35]([NH:39][C:40]([C:42]1[S:46][C:45]([CH3:47])=[N:44][CH:43]=1)=[O:41])[CH2:36][O:37][CH3:38])[CH2:30][O:31][CH3:32])[CH2:20][C:21]1[CH:26]=[CH:25][CH:24]=[CH:23][CH:22]=1.